This data is from Peptide-MHC class I binding affinity with 185,985 pairs from IEDB/IMGT. The task is: Regression. Given a peptide amino acid sequence and an MHC pseudo amino acid sequence, predict their binding affinity value. This is MHC class I binding data. The peptide sequence is ATLTWVDWY. The MHC is HLA-A01:01 with pseudo-sequence HLA-A01:01. The binding affinity (normalized) is 0.394.